This data is from Catalyst prediction with 721,799 reactions and 888 catalyst types from USPTO. The task is: Predict which catalyst facilitates the given reaction. (1) Reactant: Cl[C:2]([O:4][CH2:5][C:6]1[CH:11]=[CH:10][CH:9]=[CH:8][CH:7]=1)=[O:3].[NH2:12][CH:13]1[CH2:18][CH2:17][CH:16]([C:19]([OH:21])=[O:20])[CH2:15][CH2:14]1.C(=O)(O)[O-].[Na+]. Product: [CH2:5]([O:4][C:2]([NH:12][CH:13]1[CH2:18][CH2:17][CH:16]([C:19]([OH:21])=[O:20])[CH2:15][CH2:14]1)=[O:3])[C:6]1[CH:11]=[CH:10][CH:9]=[CH:8][CH:7]=1. The catalyst class is: 12. (2) Reactant: [CH:1]([C:4]1[C:9](=[O:10])[N:8]2[N:11]=[CH:12][C:13]([C:14]3[CH:15]=[N:16][NH:17][CH:18]=3)=[C:7]2[NH:6][C:5]=1[CH3:19])([CH3:3])[CH3:2].Br[C:21]1[CH:22]=[N:23][CH:24]=[CH:25][CH:26]=1.N1CCC[C@H]1C(O)=O.C([O-])([O-])=O.[K+].[K+]. Product: [CH:1]([C:4]1[C:9](=[O:10])[N:8]2[N:11]=[CH:12][C:13]([C:14]3[CH:18]=[N:17][N:16]([C:21]4[CH:22]=[N:23][CH:24]=[CH:25][CH:26]=4)[CH:15]=3)=[C:7]2[NH:6][C:5]=1[CH3:19])([CH3:3])[CH3:2]. The catalyst class is: 156. (3) Reactant: Cl[C:2]1[CH:7]=[CH:6][N:5]=[CH:4][C:3]=1[C:8]1([OH:12])[CH2:11][CH2:10][CH2:9]1.[F:13][C:14]([F:18])([F:17])[CH2:15][OH:16].CC(C)([O-])C.[K+]. Product: [F:13][C:14]([F:18])([F:17])[CH2:15][O:16][C:2]1[CH:7]=[CH:6][N:5]=[CH:4][C:3]=1[C:8]1([OH:12])[CH2:11][CH2:10][CH2:9]1. The catalyst class is: 3. (4) Reactant: [C:1]([C:4]1[N:5]=[C:6]([C:43]([CH3:45])=[CH2:44])[C:7]([O:30][C@@H:31]2[CH2:35][CH2:34][N:33]([C:36]([O:38][C:39]([CH3:42])([CH3:41])[CH3:40])=[O:37])[CH2:32]2)=[N:8][C:9]=1[NH:10][C:11]1[CH:16]=[CH:15][C:14]([N:17]2[CH2:22][CH2:21][CH:20]([N:23]3[CH2:28][CH2:27][N:26]([CH3:29])[CH2:25][CH2:24]3)[CH2:19][CH2:18]2)=[CH:13][CH:12]=1)(=[O:3])[NH2:2].C(O)C. Product: [C:1]([C:4]1[N:5]=[C:6]([CH:43]([CH3:45])[CH3:44])[C:7]([O:30][C@@H:31]2[CH2:35][CH2:34][N:33]([C:36]([O:38][C:39]([CH3:41])([CH3:40])[CH3:42])=[O:37])[CH2:32]2)=[N:8][C:9]=1[NH:10][C:11]1[CH:16]=[CH:15][C:14]([N:17]2[CH2:18][CH2:19][CH:20]([N:23]3[CH2:28][CH2:27][N:26]([CH3:29])[CH2:25][CH2:24]3)[CH2:21][CH2:22]2)=[CH:13][CH:12]=1)(=[O:3])[NH2:2]. The catalyst class is: 304.